Dataset: Peptide-MHC class I binding affinity with 185,985 pairs from IEDB/IMGT. Task: Regression. Given a peptide amino acid sequence and an MHC pseudo amino acid sequence, predict their binding affinity value. This is MHC class I binding data. (1) The MHC is HLA-B45:01 with pseudo-sequence HLA-B45:01. The binding affinity (normalized) is 0. The peptide sequence is MDISTSDIS. (2) The peptide sequence is SSDDFALIV. The MHC is HLA-B15:09 with pseudo-sequence HLA-B15:09. The binding affinity (normalized) is 0.0847. (3) The peptide sequence is NTDDFPLTL. The MHC is HLA-B18:01 with pseudo-sequence HLA-B18:01. The binding affinity (normalized) is 0.0847. (4) The peptide sequence is SLNSMYTRL. The MHC is HLA-A02:06 with pseudo-sequence HLA-A02:06. The binding affinity (normalized) is 0.123. (5) The peptide sequence is RPALVVDTP. The MHC is HLA-B08:01 with pseudo-sequence HLA-B08:01. The binding affinity (normalized) is 0.0847. (6) The peptide sequence is MDDFQLIPMI. The MHC is Mamu-A11 with pseudo-sequence Mamu-A11. The binding affinity (normalized) is 0.889. (7) The peptide sequence is KVNIYMLII. The MHC is HLA-A32:01 with pseudo-sequence HLA-A32:01. The binding affinity (normalized) is 0.115. (8) The peptide sequence is FLDDASNSA. The MHC is HLA-B15:01 with pseudo-sequence HLA-B15:01. The binding affinity (normalized) is 0.0847. (9) The peptide sequence is GEIGAIALDF. The MHC is H-2-Db with pseudo-sequence H-2-Db. The binding affinity (normalized) is 0. (10) The peptide sequence is SHDVLTVQF. The MHC is HLA-A03:01 with pseudo-sequence HLA-A03:01. The binding affinity (normalized) is 0.0847.